From a dataset of Full USPTO retrosynthesis dataset with 1.9M reactions from patents (1976-2016). Predict the reactants needed to synthesize the given product. (1) The reactants are: [C:1]([CH2:3][C:4]1([N:8]2[CH2:13][CH2:12][CH:11]([N:14]([C@@H:21]3[CH2:23][C@H:22]3[C:24]3[CH:29]=[CH:28][CH:27]=[CH:26][CH:25]=3)[C:15](=[O:20])[C:16]([F:19])([F:18])[F:17])[CH2:10][CH2:9]2)[CH2:7][NH:6][CH2:5]1)#[N:2].CCN(C(C)C)C(C)C.Cl[C:40]([O:42][CH3:43])=[O:41].[OH-].[Na+].O. Given the product [C:1](#[N:2])[CH3:3].[OH2:20].[C:40]([OH:42])([C:16]([F:19])([F:18])[F:17])=[O:41].[C:1]([CH2:3][C:4]1([N:8]2[CH2:9][CH2:10][CH:11]([NH:14][C@@H:21]3[CH2:23][C@H:22]3[C:24]3[CH:25]=[CH:26][CH:27]=[CH:28][CH:29]=3)[CH2:12][CH2:13]2)[CH2:7][N:6]([C:40]([O:42][CH3:43])=[O:41])[CH2:5]1)#[N:2].[C:15]([OH:20])([C:16]([F:19])([F:18])[F:17])=[O:41], predict the reactants needed to synthesize it. (2) The reactants are: C[O:2][C:3](=O)[CH2:4][C:5](=O)[CH3:6].Br[CH2:10][C:11]([C:13]1[CH:18]=[C:17]([C:19]([F:22])([F:21])[F:20])[CH:16]=[CH:15][C:14]=1[Cl:23])=O.[NH2:24][CH2:25][C@@H:26]1[CH2:31][CH2:30][CH2:29][CH2:28][C@H:27]1[OH:32].[CH:33]1([NH2:39])[CH2:38][CH2:37][CH2:36][CH2:35][CH2:34]1. Given the product [CH:33]1([NH:39][C:3]([C:4]2[CH:10]=[C:11]([C:13]3[CH:18]=[C:17]([C:19]([F:22])([F:21])[F:20])[CH:16]=[CH:15][C:14]=3[Cl:23])[N:24]([CH2:25][CH:26]3[CH2:31][CH2:30][CH2:29][CH2:28][CH:27]3[OH:32])[C:5]=2[CH3:6])=[O:2])[CH2:38][CH2:37][CH2:36][CH2:35][CH2:34]1, predict the reactants needed to synthesize it. (3) Given the product [Cl:33][C:30]1[CH:31]=[CH:32][C:27]([CH:8]([C:5]2[CH:4]=[CH:3][C:2]([Cl:1])=[CH:7][CH:6]=2)[N:9]2[CH2:10][CH:11]([N:13]([S:23]([CH3:26])(=[O:24])=[O:25])[C:14]3[CH:15]=[C:16]([CH:20]=[CH:21][CH:22]=3)[C:17]([NH:34][CH2:35][CH2:36][CH2:37][N:38]3[CH2:42][CH2:41][CH2:40][C:39]3=[O:43])=[O:19])[CH2:12]2)=[CH:28][CH:29]=1, predict the reactants needed to synthesize it. The reactants are: [Cl:1][C:2]1[CH:7]=[CH:6][C:5]([CH:8]([C:27]2[CH:32]=[CH:31][C:30]([Cl:33])=[CH:29][CH:28]=2)[N:9]2[CH2:12][CH:11]([N:13]([S:23]([CH3:26])(=[O:25])=[O:24])[C:14]3[CH:15]=[C:16]([CH:20]=[CH:21][CH:22]=3)[C:17]([OH:19])=O)[CH2:10]2)=[CH:4][CH:3]=1.[NH2:34][CH2:35][CH2:36][CH2:37][N:38]1[CH2:42][CH2:41][CH2:40][C:39]1=[O:43].N=C=N. (4) Given the product [C:3]([C:7]1[CH:12]=[C:11]([CH3:13])[CH:10]=[CH:9][C:8]=1[N:14]1[CH2:15][CH2:16][N:17]([C:27](=[O:28])[CH2:26][CH:24]2[NH:25][C:21](=[O:20])[NH:22][C:23]2=[O:30])[CH2:18][CH2:19]1)([CH3:6])([CH3:4])[CH3:5], predict the reactants needed to synthesize it. The reactants are: Cl.Cl.[C:3]([C:7]1[CH:12]=[C:11]([CH3:13])[CH:10]=[CH:9][C:8]=1[N:14]1[CH2:19][CH2:18][NH:17][CH2:16][CH2:15]1)([CH3:6])([CH3:5])[CH3:4].[O:20]=[C:21]1[NH:25][CH:24]([CH2:26][C:27](O)=[O:28])[C:23](=[O:30])[NH:22]1.C(N(CC)CC)C.CCN=C=NCCCN(C)C.C1C=CC2N(O)N=NC=2C=1.C([O-])(O)=O.[Na+]. (5) The reactants are: [Cl:1][C:2]1[CH:3]=[CH:4][C:5]2[S:9][C:8]([SH:10])=[N:7][C:6]=2[CH:11]=1.Cl[C:13]1[C:18]([Cl:19])=[CH:17][C:16]([N+:20]([O-:22])=[O:21])=[CH:15][C:14]=1[C:23](=[O:25])[CH3:24].C(C1C=CC=CC=1)(=O)C. Given the product [Cl:19][C:18]1[C:13]([S:10][C:8]2[S:9][C:5]3[CH:4]=[CH:3][C:2]([Cl:1])=[CH:11][C:6]=3[N:7]=2)=[C:14]([C:23](=[O:25])[CH3:24])[CH:15]=[C:16]([N+:20]([O-:22])=[O:21])[CH:17]=1, predict the reactants needed to synthesize it.